Task: Predict the reactants needed to synthesize the given product.. Dataset: Full USPTO retrosynthesis dataset with 1.9M reactions from patents (1976-2016) (1) Given the product [C:1]([CH2:5][C:6]1[CH:7]=[C:8]([CH:13]=[CH:14][CH:15]=1)[C:9]([O:11][CH3:12])=[O:10])#[N:2], predict the reactants needed to synthesize it. The reactants are: [C-:1]#[N:2].[K+].Br[CH2:5][C:6]1[CH:7]=[C:8]([CH:13]=[CH:14][CH:15]=1)[C:9]([O:11][CH3:12])=[O:10]. (2) Given the product [Cl:13][C:14]1[C:15]([O:10][C:7]2[CH:6]=[CH:5][C:4]([O:3][C:2]([F:11])([F:12])[F:1])=[CH:9][CH:8]=2)=[CH:16][C:17]2[O:22][CH:21]([C:23]([F:25])([F:24])[F:26])[C:20]([C:27]([OH:29])=[O:28])=[CH:19][C:18]=2[CH:32]=1, predict the reactants needed to synthesize it. The reactants are: [F:1][C:2]([F:12])([F:11])[O:3][C:4]1[CH:9]=[CH:8][C:7]([OH:10])=[CH:6][CH:5]=1.[Cl:13][C:14]1[C:15](F)=[CH:16][C:17]2[O:22][CH:21]([C:23]([F:26])([F:25])[F:24])[C:20]([C:27]([O:29]CC)=[O:28])=[CH:19][C:18]=2[CH:32]=1. (3) Given the product [CH3:38][O:24][CH2:23][CH2:22][CH2:21][C:18]1[CH:17]=[CH:16][C:15]([C:13]2[CH:12]=[CH:11][N:10]=[C:9]([NH:8][CH:6]3[CH2:7][C:2]([CH3:37])([CH3:1])[NH:3][C:4]([CH3:35])([CH3:36])[CH2:5]3)[N:14]=2)=[CH:20][CH:19]=1, predict the reactants needed to synthesize it. The reactants are: [CH3:1][C:2]1([CH3:37])[CH2:7][CH:6]([NH:8][C:9]2[N:14]=[C:13]([C:15]3[CH:20]=[CH:19][C:18]([CH2:21][CH2:22][CH2:23][O:24]S(C4C=CC(C)=CC=4)(=O)=O)=[CH:17][CH:16]=3)[CH:12]=[CH:11][N:10]=2)[CH2:5][C:4]([CH3:36])([CH3:35])[NH:3]1.[CH3:38]O.